From a dataset of Reaction yield outcomes from USPTO patents with 853,638 reactions. Predict the reaction yield, written as a fraction of the theoretical maximum amount of product (1.0 means a 100% yield; for example, 0.34 means a 34% yield). (1) The reactants are [N:1]([C@H:4]1[C@@H:9]([CH3:10])[CH2:8][N:7]([C:11]2[CH:16]=[CH:15][N:14]=[CH:13][C:12]=2[N:17]([C:25]([O:27][C:28]([CH3:31])([CH3:30])[CH3:29])=[O:26])[C:18]([O:20][C:21]([CH3:24])([CH3:23])[CH3:22])=[O:19])[CH2:6][C@H:5]1[NH:32][C:33]([O:35][C:36]([CH3:39])([CH3:38])[CH3:37])=[O:34])=[N+:2]=[N-:3].[CH:40](OC(=O)C)=[CH2:41]. No catalyst specified. The product is [C:36]([O:35][C:33]([NH:32][C@H:5]1[C@@H:4]([N:1]2[CH:41]=[CH:40][N:3]=[N:2]2)[C@@H:9]([CH3:10])[CH2:8][N:7]([C:11]2[CH:16]=[CH:15][N:14]=[CH:13][C:12]=2[N:17]([C:25]([O:27][C:28]([CH3:29])([CH3:31])[CH3:30])=[O:26])[C:18]([O:20][C:21]([CH3:24])([CH3:23])[CH3:22])=[O:19])[CH2:6]1)=[O:34])([CH3:38])([CH3:37])[CH3:39]. The yield is 0.330. (2) The reactants are [Br:1][C:2]1[CH:7]=[CH:6][C:5]([S:8](Cl)(=[O:10])=[O:9])=[C:4]([O:12][C:13]([F:16])([F:15])[F:14])[CH:3]=1.[CH:17]1([NH2:20])[CH2:19][CH2:18]1. The catalyst is ClCCl. The product is [Br:1][C:2]1[CH:7]=[CH:6][C:5]([S:8]([NH:20][CH:17]2[CH2:19][CH2:18]2)(=[O:10])=[O:9])=[C:4]([O:12][C:13]([F:16])([F:15])[F:14])[CH:3]=1. The yield is 0.680. (3) The reactants are [SH:1][CH2:2][CH2:3][C:4]([OH:6])=[O:5].[F:7][C:8]([F:12])([F:11])[CH:9]=[CH2:10]. The catalyst is C1(C)C=CC=CC=1. The product is [F:7][C:8]([F:12])([F:11])[CH2:9][CH2:10][S:1][CH2:2][CH2:3][C:4]([OH:6])=[O:5]. The yield is 0.760. (4) The reactants are [CH3:1][C:2]1[NH:6][C:5]2[C:7]([C:17]([O:19]C)=[O:18])=[CH:8][C:9]([N:11]3[CH2:16][CH2:15][O:14][CH2:13][CH2:12]3)=[CH:10][C:4]=2[N:3]=1.[CH3:21][C:22]1[CH:29]=[CH:28][CH:27]=[CH:26][C:23]=1[CH2:24]Br.C(=O)([O-])[O-].[K+].[K+].[OH-].[Li+]. The catalyst is CN(C)C=O.O1CCCC1.O. The product is [CH3:1][C:2]1[N:3]([CH2:21][C:22]2[CH:29]=[CH:28][CH:27]=[CH:26][C:23]=2[CH3:24])[C:4]2[CH:10]=[C:9]([N:11]3[CH2:12][CH2:13][O:14][CH2:15][CH2:16]3)[CH:8]=[C:7]([C:17]([OH:19])=[O:18])[C:5]=2[N:6]=1. The yield is 0.575. (5) The reactants are [NH2:1][C:2]1[CH:33]=[CH:32][C:31]([Cl:34])=[CH:30][C:3]=1[C:4]([N:6]([CH2:19][C:20]1[CH:25]=[CH:24][C:23]([C:26]([CH3:29])([CH3:28])[CH3:27])=[CH:22][CH:21]=1)[CH2:7][CH2:8][C:9]1[CH:14]=[CH:13][CH:12]=[C:11]([C:15]([F:18])([F:17])[F:16])[CH:10]=1)=[O:5].Br[CH2:36][C:37]#[N:38].[Na].[H][H]. The catalyst is C(O)C. The product is [C:26]([C:23]1[CH:24]=[CH:25][C:20]([CH2:19][N:6]([CH2:7][CH2:8][C:9]2[CH:14]=[CH:13][CH:12]=[C:11]([C:15]([F:16])([F:17])[F:18])[CH:10]=2)[C:4](=[O:5])[C:3]2[CH:30]=[C:31]([Cl:34])[CH:32]=[CH:33][C:2]=2[NH:1][CH2:36][C:37]#[N:38])=[CH:21][CH:22]=1)([CH3:29])([CH3:28])[CH3:27]. The yield is 0.300. (6) The reactants are [F:1][C:2]1[C:7]2[N:8]3[C:25]([CH:26]=O)=[CH:24][CH:23]=[C:9]3[C:10]3([CH2:16][CH2:15][N:14]([C:17](=[O:22])[C:18]([F:21])([F:20])[F:19])[CH2:13][CH2:12]3)[O:11][C:6]=2[CH:5]=[CH:4][CH:3]=1.Cl.[NH2:29]O.C([O-])(=O)C.[Na+].CC(OC(C)=O)=O.C([O-])(O)=O.[Na+]. The catalyst is C(O)C.O. The product is [F:1][C:2]1[C:7]2[N:8]3[C:25]([C:26]#[N:29])=[CH:24][CH:23]=[C:9]3[C:10]3([CH2:12][CH2:13][N:14]([C:17](=[O:22])[C:18]([F:19])([F:20])[F:21])[CH2:15][CH2:16]3)[O:11][C:6]=2[CH:5]=[CH:4][CH:3]=1. The yield is 0.0700. (7) The reactants are Br[CH2:2][C:3]1[CH:8]=[CH:7][C:6]([C:9]2[CH:13]=[C:12]([C:14]([NH2:16])=[O:15])[O:11][N:10]=2)=[CH:5][CH:4]=1.[F:17][C:18]([F:28])([F:27])[O:19][C:20]1[CH:25]=[CH:24][CH:23]=[CH:22][C:21]=1[OH:26].C([O-])([O-])=O.[K+].[K+]. The catalyst is CC#N. The product is [F:17][C:18]([F:27])([F:28])[O:19][C:20]1[CH:25]=[CH:24][CH:23]=[CH:22][C:21]=1[O:26][CH2:2][C:3]1[CH:8]=[CH:7][C:6]([C:9]2[CH:13]=[C:12]([C:14]([NH2:16])=[O:15])[O:11][N:10]=2)=[CH:5][CH:4]=1. The yield is 0.740.